This data is from Reaction yield outcomes from USPTO patents with 853,638 reactions. The task is: Predict the reaction yield, written as a fraction of the theoretical maximum amount of product (1.0 means a 100% yield; for example, 0.34 means a 34% yield). (1) The reactants are [N:1]1[CH:6]=[CH:5][N:4]=[CH:3][C:2]=1[N:7]1[CH2:12][CH2:11][N:10]([C:13]([O:15][C:16]([CH3:19])([CH3:18])[CH3:17])=[O:14])[CH2:9][CH2:8]1.[Br:20]N1C(=O)CCC1=O. The yield is 0.734. The product is [Br:20][C:5]1[N:4]=[CH:3][C:2]([N:7]2[CH2:8][CH2:9][N:10]([C:13]([O:15][C:16]([CH3:19])([CH3:18])[CH3:17])=[O:14])[CH2:11][CH2:12]2)=[N:1][CH:6]=1. The catalyst is C(#N)C. (2) The reactants are [Cl:1]N1C(=O)CCC1=O.[NH2:9][C:10]1[C:11]([O:21][CH3:22])=[CH:12][CH:13]=[C:14]2[C:19]=1[C:18](=[O:20])[NH:17][CH2:16][CH2:15]2. The catalyst is CN(C)C=O. The product is [NH2:9][C:10]1[C:11]([O:21][CH3:22])=[CH:12][C:13]([Cl:1])=[C:14]2[C:19]=1[C:18](=[O:20])[NH:17][CH2:16][CH2:15]2. The yield is 0.440. (3) The reactants are C(C1C=C(NC(=O)CCCC2C=CC([B:25]([OH:27])[OH:26])=CC=2)C=CC=1S(CC)(=O)=O)#N.[CH2:29]([O:36][C:37]([NH:39][C@@H:40]([C:47]1[CH:52]=[CH:51][CH:50]=[C:49]([NH:53][C:54]([O:56][CH2:57][CH2:58][C:59]2[CH:64]=[CH:63][C:62](Br)=[CH:61][C:60]=2[CH3:66])=[O:55])[CH:48]=1)[CH2:41][C:42]([O:44][CH2:45][CH3:46])=[O:43])=[O:38])[C:30]1[CH:35]=[CH:34][CH:33]=[CH:32][CH:31]=1. No catalyst specified. The product is [CH2:29]([O:36][C:37]([NH:39][C@@H:40]([C:47]1[CH:48]=[C:49]([NH:53][C:54]([O:56][CH2:57][CH2:58][C:59]2[CH:64]=[CH:63][C:62]([B:25]([OH:27])[OH:26])=[CH:61][C:60]=2[CH3:66])=[O:55])[CH:50]=[CH:51][CH:52]=1)[CH2:41][C:42]([O:44][CH2:45][CH3:46])=[O:43])=[O:38])[C:30]1[CH:35]=[CH:34][CH:33]=[CH:32][CH:31]=1. The yield is 0.640. (4) The reactants are Cl[CH2:2][C:3]1[N:4]=[C:5]([C:9]2[CH:14]=[CH:13][C:12]([CH2:15][C:16]([O:18][CH2:19][CH3:20])=[O:17])=[CH:11][CH:10]=2)[O:6][C:7]=1[CH3:8].[OH:21][C:22]1[CH:26]=[C:25]([C:27]([O:29][CH3:30])=[O:28])[O:24][N:23]=1.C(=O)([O-])[O-].[K+].[K+].CN(C)C=O. The catalyst is O. The product is [CH2:19]([O:18][C:16](=[O:17])[CH2:15][C:12]1[CH:13]=[CH:14][C:9]([C:5]2[O:6][C:7]([CH3:8])=[C:3]([CH2:2][O:21][C:22]3[CH:26]=[C:25]([C:27]([O:29][CH3:30])=[O:28])[O:24][N:23]=3)[N:4]=2)=[CH:10][CH:11]=1)[CH3:20]. The yield is 0.810. (5) The reactants are Br[CH2:2][CH2:3][O:4][CH3:5].[F:6][C:7]1[CH:12]=[C:11]([N+:13]([O-:15])=[O:14])[CH:10]=[CH:9][C:8]=1[N:16]1[CH2:21][CH2:20][NH:19][CH2:18][CH2:17]1.CCN(CC)CC. The catalyst is CN(C=O)C. The product is [F:6][C:7]1[CH:12]=[C:11]([N+:13]([O-:15])=[O:14])[CH:10]=[CH:9][C:8]=1[N:16]1[CH2:21][CH2:20][N:19]([CH2:2][CH2:3][O:4][CH3:5])[CH2:18][CH2:17]1. The yield is 0.980. (6) The reactants are Br[C:2]1[N:7]=[C:6]([NH:8][CH2:9][CH:10]2[CH2:15][CH2:14][O:13][CH2:12][CH2:11]2)[C:5]([NH2:16])=[N:4][CH:3]=1.C([O-])([O-])=O.[Na+].[Na+].[Cl:23][C:24]1[C:25](B(O)O)=[CH:26][C:27]([F:30])=[N:28][CH:29]=1.C(Cl)Cl. The catalyst is COCCOC.CCOC(C)=O.C1C=CC(P(C2C=CC=CC=2)[C-]2C=CC=C2)=CC=1.C1C=CC(P(C2C=CC=CC=2)[C-]2C=CC=C2)=CC=1.Cl[Pd]Cl.[Fe+2]. The product is [Cl:23][C:24]1[C:25]([C:2]2[N:7]=[C:6]([NH:8][CH2:9][CH:10]3[CH2:15][CH2:14][O:13][CH2:12][CH2:11]3)[C:5]([NH2:16])=[N:4][CH:3]=2)=[CH:26][C:27]([F:30])=[N:28][CH:29]=1. The yield is 0.289. (7) The reactants are [C:1]([C:4]1[C:9]([C:10]2[CH:15]=[CH:14][CH:13]=[CH:12][CH:11]=2)=[N:8][N:7]([C:16]2[CH:21]=[CH:20][CH:19]=[CH:18][CH:17]=2)[C:6](=[O:22])[CH:5]=1)(=[O:3])[CH3:2]. The catalyst is C1COCC1.CO. The product is [OH:3][CH:1]([C:4]1[C:9]([C:10]2[CH:15]=[CH:14][CH:13]=[CH:12][CH:11]=2)=[N:8][N:7]([C:16]2[CH:21]=[CH:20][CH:19]=[CH:18][CH:17]=2)[C:6](=[O:22])[CH:5]=1)[CH3:2]. The yield is 0.260.